This data is from HIV replication inhibition screening data with 41,000+ compounds from the AIDS Antiviral Screen. The task is: Binary Classification. Given a drug SMILES string, predict its activity (active/inactive) in a high-throughput screening assay against a specified biological target. (1) The result is 0 (inactive). The molecule is COC1CC(N)(c2ccccc2)C(O)C(C)O1. (2) The drug is Cc1c2c(c(C)n1-c1ccccc1)C(=O)N(CCCCN1CCN(c3ccccc3)CC1)C2=O. The result is 0 (inactive). (3) The molecule is NC(CN(O)N=O)C(=O)O. The result is 0 (inactive). (4) The molecule is CNC(=Nc1ccc(OC)c2ccccc12)SC. The result is 0 (inactive). (5) The compound is Cc1cn(C2CC(NC(=O)NO)C(CO)O2)c(=O)[nH]c1=O. The result is 0 (inactive). (6) The result is 0 (inactive). The drug is Cc1ccc(N2C(=O)N(c3ccc(C)cc3)C3(SC=NN3C)C2=O)cc1. (7) The drug is c1ccc2nc(NCCSSCCNc3cnc4ccccc4n3)cnc2c1. The result is 0 (inactive). (8) The molecule is CCN(CC)CCOC(=O)c1cc2cc3cc(C(=O)OCCN(CC)CC)c(=O)oc3c(C)c2oc1=O. The result is 0 (inactive). (9) The compound is CC(C)N(C(C)C)P(=O)(OP(=O)(c1ccc([N+](=O)[O-])cc1)N(C(C)C)C(C)C)c1ccc([N+](=O)[O-])cc1. The result is 0 (inactive).